Dataset: Drug-target binding data from BindingDB using IC50 measurements. Task: Regression. Given a target protein amino acid sequence and a drug SMILES string, predict the binding affinity score between them. We predict pIC50 (pIC50 = -log10(IC50 in M); higher means more potent). Dataset: bindingdb_ic50. The small molecule is Cn1ccc(-c2nccc3c(=O)[nH]cnc23)n1. The target protein (Q9UGL1) has sequence MEAATTLHPGPRPALPLGGPGPLGEFLPPPECPVFEPSWEEFADPFAFIHKIRPIAEQTGICKVRPPPDWQPPFACDVDKLHFTPRIQRLNELEAQTRVKLNFLDQIAKYWELQGSTLKIPHVERKILDLFQLNKLVAEEGGFAVVCKDRKWTKIATKMGFAPGKAVGSHIRGHYERILNPYNLFLSGDSLRCLQKPNLTTDTKDKEYKPHDIPQRQSVQPSETCPPARRAKRMRAEAMNIKIEPEETTEARTHNLRRRMGCPTPKCENEKEMKSSIKQEPIERKDYIVENEKEKPKSRSKKATNAVDLYVCLLCGSGNDEDRLLLCDGCDDSYHTFCLIPPLHDVPKGDWRCPKCLAQECSKPQEAFGFEQAARDYTLRTFGEMADAFKSDYFNMPVHMVPTELVEKEFWRLVSTIEEDVTVEYGADIASKEFGSGFPVRDGKIKLSPEEEEYLDSGWNLNNMPVMEQSVLAHITADICGMKLPWLYVGMCFSSFCWHI.... The pIC50 is 4.7.